This data is from Full USPTO retrosynthesis dataset with 1.9M reactions from patents (1976-2016). The task is: Predict the reactants needed to synthesize the given product. (1) Given the product [CH3:8][C:5]1[CH:6]=[CH:7][C:2]([C:10]#[C:9][Si:11]([CH3:14])([CH3:13])[CH3:12])=[N:3][CH:4]=1, predict the reactants needed to synthesize it. The reactants are: Br[C:2]1[CH:7]=[CH:6][C:5]([CH3:8])=[CH:4][N:3]=1.[C:9]([Si:11]([CH3:14])([CH3:13])[CH3:12])#[CH:10].C(N(CC)CC)C. (2) Given the product [CH2:17]([O:16][C:14]1[CH:13]=[C:12]([O:19][CH2:20][CH3:21])[N:11]=[C:10]([N:7]2[CH2:8][CH2:9][NH:4][CH2:5][CH2:6]2)[N:15]=1)[CH3:18], predict the reactants needed to synthesize it. The reactants are: C([N:4]1[CH2:9][CH2:8][N:7]([C:10]2[N:15]=[C:14]([O:16][CH2:17][CH3:18])[CH:13]=[C:12]([O:19][CH2:20][CH3:21])[N:11]=2)[CH2:6][CH2:5]1)(=O)C.[OH-].[Na+].O.